Dataset: Full USPTO retrosynthesis dataset with 1.9M reactions from patents (1976-2016). Task: Predict the reactants needed to synthesize the given product. (1) Given the product [C:14]1([S:20]([NH:23][CH:24]([C:31]2[CH:36]=[CH:35][CH:34]=[C:33]([NH:37][S:10]([C:6]3[CH:7]=[CH:8][CH:9]=[C:4]([N+:1]([O-:3])=[O:2])[CH:5]=3)(=[O:12])=[O:11])[CH:32]=2)[CH2:25][C:26]([O:28][CH2:29][CH3:30])=[O:27])(=[O:21])=[O:22])[CH:15]=[CH:16][CH:17]=[CH:18][CH:19]=1, predict the reactants needed to synthesize it. The reactants are: [N+:1]([C:4]1[CH:5]=[C:6]([S:10](Cl)(=[O:12])=[O:11])[CH:7]=[CH:8][CH:9]=1)([O-:3])=[O:2].[C:14]1([S:20]([NH:23][CH:24]([C:31]2[CH:36]=[CH:35][CH:34]=[C:33]([NH2:37])[CH:32]=2)[CH2:25][C:26]([O:28][CH2:29][CH3:30])=[O:27])(=[O:22])=[O:21])[CH:19]=[CH:18][CH:17]=[CH:16][CH:15]=1. (2) Given the product [CH3:33][O:5][C:4](=[O:6])[C:3]1[CH:7]=[CH:8][N:9]=[C:10]([O:11][CH:12]2[CH2:17][CH2:16][CH:15]([CH3:18])[N:14]([C:19](=[O:31])[C:20]3[CH:25]=[CH:24][CH:23]=[CH:22][C:21]=3[N:26]3[N:30]=[CH:29][CH:28]=[N:27]3)[CH2:13]2)[C:2]=1[Cl:1], predict the reactants needed to synthesize it. The reactants are: [Cl:1][C:2]1[C:10]([O:11][CH:12]2[CH2:17][CH2:16][CH:15]([CH3:18])[N:14]([C:19](=[O:31])[C:20]3[CH:25]=[CH:24][CH:23]=[CH:22][C:21]=3[N:26]3[N:30]=[CH:29][CH:28]=[N:27]3)[CH2:13]2)=[N:9][CH:8]=[CH:7][C:3]=1[C:4]([OH:6])=[O:5].[Si](C=[N+]=[N-])(C)(C)[CH3:33]. (3) Given the product [CH2:5]([CH:6]1[O:8][CH:7]1[CH2:9][CH:10]=[CH:11][CH2:12][CH2:13][CH2:14][CH2:15][CH2:16][CH2:17][CH2:18][C:19]([NH:23][CH2:24][CH2:25][CH2:26][CH2:27][CH2:28][CH2:29][NH:30][C:19](=[O:21])[CH2:18][CH2:17][CH2:16][CH2:15][CH2:14][CH2:13][CH2:12][CH:11]=[CH:10][CH2:9][CH:7]1[CH:6]([CH2:5][CH2:4][CH2:3][CH2:2][CH3:1])[O:8]1)=[O:21])[CH2:4][CH2:3][CH2:2][CH3:1], predict the reactants needed to synthesize it. The reactants are: [CH3:1][CH2:2][CH2:3][CH2:4][CH2:5][C@H:6]1[O:8][C@H:7]1[CH2:9]/[CH:10]=[CH:11]\[CH2:12][CH2:13][CH2:14][CH2:15][CH2:16][CH2:17][CH2:18][C:19]([O:21]C)=O.[NH2:23][CH2:24][CH2:25][CH2:26][CH2:27][CH2:28][CH2:29][NH2:30]. (4) Given the product [N:13]1[CH:18]=[CH:17][C:16]([N:19]2[CH2:24][CH2:23][CH:22]([O:25][C:38]3[CH:39]=[C:34]([NH:33][C:31](=[O:32])[O:30][C:26]([CH3:28])([CH3:27])[CH3:29])[CH:35]=[CH:36][CH:37]=3)[CH2:21][CH2:20]2)=[CH:15][CH:14]=1, predict the reactants needed to synthesize it. The reactants are: N(C(OCC)=O)=NC(OCC)=O.[N:13]1[CH:18]=[CH:17][C:16]([N:19]2[CH2:24][CH2:23][CH:22]([OH:25])[CH2:21][CH2:20]2)=[CH:15][CH:14]=1.[C:26]([O:30][C:31]([NH:33][C:34]1[CH:35]=[C:36](O)[CH:37]=[CH:38][CH:39]=1)=[O:32])([CH3:29])([CH3:28])[CH3:27].C1(P(C2C=CC=CC=2)C2C=CC=CC=2)C=CC=CC=1.